This data is from Reaction yield outcomes from USPTO patents with 853,638 reactions. The task is: Predict the reaction yield, written as a fraction of the theoretical maximum amount of product (1.0 means a 100% yield; for example, 0.34 means a 34% yield). The reactants are [C:1]([O:5][C:6]([N:8]1[CH2:12][CH2:11][CH:10]([O:13][C:14]2[CH:19]=[CH:18][CH:17]=[CH:16][C:15]=2[N+:20]([O-])=O)[CH2:9]1)=[O:7])([CH3:4])([CH3:3])[CH3:2]. The catalyst is [Pd].C(O)C. The product is [C:1]([O:5][C:6]([N:8]1[CH2:12][CH2:11][CH:10]([O:13][C:14]2[CH:19]=[CH:18][CH:17]=[CH:16][C:15]=2[NH2:20])[CH2:9]1)=[O:7])([CH3:4])([CH3:2])[CH3:3]. The yield is 0.950.